From a dataset of Reaction yield outcomes from USPTO patents with 853,638 reactions. Predict the reaction yield, written as a fraction of the theoretical maximum amount of product (1.0 means a 100% yield; for example, 0.34 means a 34% yield). (1) The reactants are [CH3:1][O:2][C:3]1[CH:10]=[C:9]([O:11][CH3:12])[CH:8]=[CH:7][C:4]=1[CH2:5][NH2:6].N1C=CC=CC=1.[F:19][C:20]1[CH:21]=[C:22]([S:27](Cl)(=[O:29])=[O:28])[CH:23]=[CH:24][C:25]=1[F:26].Cl. The catalyst is ClCCl. The product is [CH3:1][O:2][C:3]1[CH:10]=[C:9]([O:11][CH3:12])[CH:8]=[CH:7][C:4]=1[CH2:5][NH:6][S:27]([C:22]1[CH:23]=[CH:24][C:25]([F:26])=[C:20]([F:19])[CH:21]=1)(=[O:29])=[O:28]. The yield is 0.990. (2) The reactants are CC1C(C2N3C4C=CN(COCC[Si](C)(C)C)C=4N=CC3=[N:9]C=2)CC(N)C1.Cl[S:29]([NH:32][C:33](=[O:38])[O:34][CH2:35][CH2:36]Cl)(=[O:31])=[O:30].CO. The catalyst is C(Cl)Cl. The product is [O:38]=[C:33]1[N:32]([S:29]([NH2:9])(=[O:31])=[O:30])[CH2:36][CH2:35][O:34]1. The yield is 0.350. (3) The reactants are [F:1][C:2]([F:16])([F:15])[C:3]1[CH:4]=[C:5]([N:9]2[CH:13]=[CH:12][C:11]([NH2:14])=[N:10]2)[CH:6]=[CH:7][CH:8]=1.N1C=CC=CC=1.[Cl:23][C:24]1[CH:25]=[CH:26][C:27]([N+:33]([O-:35])=[O:34])=[C:28]([CH:32]=1)[C:29](Cl)=[O:30]. The catalyst is ClCCl. The product is [Cl:23][C:24]1[CH:25]=[CH:26][C:27]([N+:33]([O-:35])=[O:34])=[C:28]([CH:32]=1)[C:29]([NH:14][C:11]1[CH:12]=[CH:13][N:9]([C:5]2[CH:6]=[CH:7][CH:8]=[C:3]([C:2]([F:1])([F:15])[F:16])[CH:4]=2)[N:10]=1)=[O:30]. The yield is 0.850. (4) The reactants are [CH2:1]([C:8]([CH2:29][C:30]1[CH:35]=[CH:34][CH:33]=[CH:32][CH:31]=1)([C:19](=[O:28])[CH:20]=[CH:21][C:22]1[CH:27]=[CH:26][CH:25]=[CH:24][CH:23]=1)[C:9](=[O:18])[CH:10]=[CH:11][C:12]1[CH:17]=[CH:16][CH:15]=[CH:14][CH:13]=1)[C:2]1[CH:7]=[CH:6][CH:5]=[CH:4][CH:3]=1. The catalyst is [Pd].C(OCC)(=O)C. The product is [CH2:29]([C:8]([CH2:1][C:2]1[CH:3]=[CH:4][CH:5]=[CH:6][CH:7]=1)([C:19](=[O:28])[CH2:20][CH2:21][C:22]1[CH:27]=[CH:26][CH:25]=[CH:24][CH:23]=1)[C:9](=[O:18])[CH2:10][CH2:11][C:12]1[CH:17]=[CH:16][CH:15]=[CH:14][CH:13]=1)[C:30]1[CH:31]=[CH:32][CH:33]=[CH:34][CH:35]=1. The yield is 0.860. (5) The catalyst is C(O)(=O)C.[Fe]. The product is [C:13]([C:10]1[CH:11]=[CH:12][C:7]2[O:6][CH2:5][C:4](=[O:3])[NH:16][C:8]=2[CH:9]=1)(=[O:15])[CH3:14]. The reactants are C([O:3][C:4](=O)[CH2:5][O:6][C:7]1[CH:12]=[CH:11][C:10]([C:13](=[O:15])[CH3:14])=[CH:9][C:8]=1[N+:16]([O-])=O)C.COC1C=CC2OCC(=O)NC=2C=1. The yield is 0.510.